This data is from NCI-60 drug combinations with 297,098 pairs across 59 cell lines. The task is: Regression. Given two drug SMILES strings and cell line genomic features, predict the synergy score measuring deviation from expected non-interaction effect. (1) Drug 1: CCCS(=O)(=O)NC1=C(C(=C(C=C1)F)C(=O)C2=CNC3=C2C=C(C=N3)C4=CC=C(C=C4)Cl)F. Drug 2: CC(C)NC(=O)C1=CC=C(C=C1)CNNC.Cl. Cell line: OVCAR-5. Synergy scores: CSS=2.53, Synergy_ZIP=2.69, Synergy_Bliss=1.04, Synergy_Loewe=-5.38, Synergy_HSA=-4.92. (2) Drug 1: C1=CN(C(=O)N=C1N)C2C(C(C(O2)CO)O)O.Cl. Drug 2: C#CCC(CC1=CN=C2C(=N1)C(=NC(=N2)N)N)C3=CC=C(C=C3)C(=O)NC(CCC(=O)O)C(=O)O. Cell line: HS 578T. Synergy scores: CSS=43.3, Synergy_ZIP=-4.12, Synergy_Bliss=-10.3, Synergy_Loewe=-18.6, Synergy_HSA=-10.2. (3) Drug 1: CN(C(=O)NC(C=O)C(C(C(CO)O)O)O)N=O. Drug 2: CC(C)NC(=O)C1=CC=C(C=C1)CNNC.Cl. Cell line: HOP-92. Synergy scores: CSS=2.09, Synergy_ZIP=-2.51, Synergy_Bliss=0.0855, Synergy_Loewe=-1.35, Synergy_HSA=-0.755. (4) Drug 1: CC1=CC2C(CCC3(C2CCC3(C(=O)C)OC(=O)C)C)C4(C1=CC(=O)CC4)C. Drug 2: COC1=C2C(=CC3=C1OC=C3)C=CC(=O)O2. Cell line: UACC62. Synergy scores: CSS=-0.697, Synergy_ZIP=0.109, Synergy_Bliss=-0.464, Synergy_Loewe=-0.0783, Synergy_HSA=-0.865.